From a dataset of NCI-60 drug combinations with 297,098 pairs across 59 cell lines. Regression. Given two drug SMILES strings and cell line genomic features, predict the synergy score measuring deviation from expected non-interaction effect. (1) Drug 1: C(=O)(N)NO. Drug 2: CNC(=O)C1=NC=CC(=C1)OC2=CC=C(C=C2)NC(=O)NC3=CC(=C(C=C3)Cl)C(F)(F)F. Cell line: TK-10. Synergy scores: CSS=-3.82, Synergy_ZIP=3.76, Synergy_Bliss=1.17, Synergy_Loewe=0.450, Synergy_HSA=-4.87. (2) Drug 1: C1=NC2=C(N1)C(=S)N=C(N2)N. Drug 2: CCC(=C(C1=CC=CC=C1)C2=CC=C(C=C2)OCCN(C)C)C3=CC=CC=C3.C(C(=O)O)C(CC(=O)O)(C(=O)O)O. Cell line: T-47D. Synergy scores: CSS=15.5, Synergy_ZIP=-8.56, Synergy_Bliss=-2.90, Synergy_Loewe=-3.65, Synergy_HSA=-2.80. (3) Drug 1: C1=NC2=C(N1)C(=S)N=C(N2)N. Drug 2: B(C(CC(C)C)NC(=O)C(CC1=CC=CC=C1)NC(=O)C2=NC=CN=C2)(O)O. Cell line: IGROV1. Synergy scores: CSS=23.0, Synergy_ZIP=4.61, Synergy_Bliss=-0.896, Synergy_Loewe=-0.201, Synergy_HSA=-0.544. (4) Drug 1: CCC1=CC2CC(C3=C(CN(C2)C1)C4=CC=CC=C4N3)(C5=C(C=C6C(=C5)C78CCN9C7C(C=CC9)(C(C(C8N6C)(C(=O)OC)O)OC(=O)C)CC)OC)C(=O)OC.C(C(C(=O)O)O)(C(=O)O)O. Drug 2: CC1C(C(=O)NC(C(=O)N2CCCC2C(=O)N(CC(=O)N(C(C(=O)O1)C(C)C)C)C)C(C)C)NC(=O)C3=C4C(=C(C=C3)C)OC5=C(C(=O)C(=C(C5=N4)C(=O)NC6C(OC(=O)C(N(C(=O)CN(C(=O)C7CCCN7C(=O)C(NC6=O)C(C)C)C)C)C(C)C)C)N)C. Cell line: KM12. Synergy scores: CSS=43.6, Synergy_ZIP=-1.56, Synergy_Bliss=0.368, Synergy_Loewe=1.88, Synergy_HSA=0.655. (5) Drug 1: CN(C)N=NC1=C(NC=N1)C(=O)N. Drug 2: CC(C)(C#N)C1=CC(=CC(=C1)CN2C=NC=N2)C(C)(C)C#N. Cell line: LOX IMVI. Synergy scores: CSS=38.9, Synergy_ZIP=-9.50, Synergy_Bliss=-3.78, Synergy_Loewe=-1.74, Synergy_HSA=-1.46. (6) Drug 1: CC12CCC(CC1=CCC3C2CCC4(C3CC=C4C5=CN=CC=C5)C)O. Drug 2: CC=C1C(=O)NC(C(=O)OC2CC(=O)NC(C(=O)NC(CSSCCC=C2)C(=O)N1)C(C)C)C(C)C. Cell line: SNB-19. Synergy scores: CSS=54.6, Synergy_ZIP=1.94, Synergy_Bliss=2.61, Synergy_Loewe=-56.7, Synergy_HSA=3.34. (7) Drug 1: CC12CCC3C(C1CCC2=O)CC(=C)C4=CC(=O)C=CC34C. Drug 2: CN1C2=C(C=C(C=C2)N(CCCl)CCCl)N=C1CCCC(=O)O.Cl. Cell line: KM12. Synergy scores: CSS=48.3, Synergy_ZIP=-1.14, Synergy_Bliss=-0.671, Synergy_Loewe=1.67, Synergy_HSA=2.82. (8) Drug 1: C1=NC2=C(N1)C(=S)N=C(N2)N. Drug 2: CC1=C2C(C(=O)C3(C(CC4C(C3C(C(C2(C)C)(CC1OC(=O)C(C(C5=CC=CC=C5)NC(=O)OC(C)(C)C)O)O)OC(=O)C6=CC=CC=C6)(CO4)OC(=O)C)O)C)O. Cell line: MDA-MB-231. Synergy scores: CSS=43.7, Synergy_ZIP=-8.81, Synergy_Bliss=-5.08, Synergy_Loewe=-8.25, Synergy_HSA=-1.03. (9) Drug 1: CN1C(=O)N2C=NC(=C2N=N1)C(=O)N. Drug 2: CC=C1C(=O)NC(C(=O)OC2CC(=O)NC(C(=O)NC(CSSCCC=C2)C(=O)N1)C(C)C)C(C)C. Cell line: A498. Synergy scores: CSS=17.6, Synergy_ZIP=-9.20, Synergy_Bliss=-5.48, Synergy_Loewe=-34.2, Synergy_HSA=-5.00.